Dataset: Forward reaction prediction with 1.9M reactions from USPTO patents (1976-2016). Task: Predict the product of the given reaction. (1) Given the reactants [NH:1]([C:8]([C@H:10]1[N:14]2[C:15](=[O:31])[C:16]([NH:19][CH2:20][C:21]3[CH:26]=[CH:25][CH:24]=[C:23]([C:27]([F:30])([F:29])[F:28])[CH:22]=3)=[CH:17][N:18]=[C:13]2[C@:12]([CH2:33][C:34]([O:36][C:37]([CH3:40])([CH3:39])[CH3:38])=[O:35])([CH3:32])[CH2:11]1)=[O:9])[C:2]1[CH:7]=[CH:6][CH:5]=[CH:4][CH:3]=1.[CH3:41][C:42]([O:45][C:46](O[C:46]([O:45][C:42]([CH3:44])([CH3:43])[CH3:41])=[O:47])=[O:47])([CH3:44])[CH3:43], predict the reaction product. The product is: [C:37]([O:36][C:34](=[O:35])[CH2:33][C@:12]1([CH3:32])[C:13]2=[N:18][CH:17]=[C:16]([NH:19][CH2:20][C:21]3[CH:26]=[CH:25][CH:24]=[C:23]([C:27]([F:30])([F:29])[F:28])[CH:22]=3)[C:15](=[O:31])[N:14]2[C@H:10]([C:8]([N:1]([C:46]([O:45][C:42]([CH3:44])([CH3:43])[CH3:41])=[O:47])[C:2]2[CH:7]=[CH:6][CH:5]=[CH:4][CH:3]=2)=[O:9])[CH2:11]1)([CH3:40])([CH3:39])[CH3:38]. (2) Given the reactants Br[C:2]1[C:10]2[N:9]3[CH2:11][CH2:12][CH2:13][NH:14][C:15](=[O:16])[C:8]3=[CH:7][C:6]=2[CH:5]=[C:4]([C:17]#[N:18])[CH:3]=1.[C:19]([C:21]1[CH:22]=[C:23](B(O)O)[CH:24]=[CH:25][CH:26]=1)#[N:20], predict the reaction product. The product is: [C:19]([C:21]1[CH:26]=[C:25]([C:2]2[C:10]3[N:9]4[CH2:11][CH2:12][CH2:13][NH:14][C:15](=[O:16])[C:8]4=[CH:7][C:6]=3[CH:5]=[C:4]([C:17]#[N:18])[CH:3]=2)[CH:24]=[CH:23][CH:22]=1)#[N:20].